Dataset: Reaction yield outcomes from USPTO patents with 853,638 reactions. Task: Predict the reaction yield, written as a fraction of the theoretical maximum amount of product (1.0 means a 100% yield; for example, 0.34 means a 34% yield). (1) The reactants are [F:1][C:2]1[C:7]([CH3:8])=[CH:6][CH:5]=[C:4](F)[C:3]=1[O:10][CH3:11].C[Si](C)(C)[N-][Si](C)(C)C.[K+].[C:22](#[N:26])[CH:23]([CH3:25])[CH3:24].Cl. The catalyst is C1(C)C=CC=CC=1. The product is [F:1][C:2]1[C:3]([O:10][CH3:11])=[C:4]([C:23]([CH3:25])([CH3:24])[C:22]#[N:26])[CH:5]=[CH:6][C:7]=1[CH3:8]. The yield is 0.495. (2) The reactants are [Br:1][C:2]1[CH:7]=[CH:6][CH:5]=[C:4]([N+:8]([O-])=O)[C:3]=1[OH:11].Cl[Sn]Cl.O. The catalyst is CO.Cl. The product is [NH2:8][C:4]1[CH:5]=[CH:6][CH:7]=[C:2]([Br:1])[C:3]=1[OH:11]. The yield is 0.860.